Dataset: Catalyst prediction with 721,799 reactions and 888 catalyst types from USPTO. Task: Predict which catalyst facilitates the given reaction. (1) Reactant: [CH2:1]([O:3][C:4]([C:6]1([NH2:15])[CH2:14][C:13]2[C:8](=[CH:9][CH:10]=[CH:11][CH:12]=2)[CH2:7]1)=[O:5])[CH3:2].CN(C(ON1N=NC2C=CC=CC1=2)=[N+](C)C)C.F[P-](F)(F)(F)(F)F.[CH3:40][C:41]1[C:49]([O:50][CH3:51])=[CH:48][CH:47]=[CH:46][C:42]=1[C:43](O)=[O:44].CCN(C(C)C)C(C)C. Product: [CH2:1]([O:3][C:4]([C:6]1([NH:15][C:43](=[O:44])[C:42]2[CH:46]=[CH:47][CH:48]=[C:49]([O:50][CH3:51])[C:41]=2[CH3:40])[CH2:14][C:13]2[C:8](=[CH:9][CH:10]=[CH:11][CH:12]=2)[CH2:7]1)=[O:5])[CH3:2]. The catalyst class is: 2. (2) Reactant: Cl[CH2:2][CH2:3][N:4]=[C:5]=[O:6].[NH2:7][CH:8]1[CH2:13][CH2:12][N:11]([C:14]([O:16][CH2:17][C:18]2[CH:23]=[CH:22][CH:21]=[CH:20][CH:19]=2)=[O:15])[CH2:10][CH2:9]1.C[Si]([N-][Si](C)(C)C)(C)C.[Li+]. Product: [O:6]=[C:5]1[NH:4][CH2:3][CH2:2][N:7]1[CH:8]1[CH2:9][CH2:10][N:11]([C:14]([O:16][CH2:17][C:18]2[CH:23]=[CH:22][CH:21]=[CH:20][CH:19]=2)=[O:15])[CH2:12][CH2:13]1. The catalyst class is: 1. (3) Reactant: [F:1][C:2]1[CH:7]=[CH:6][C:5]([N:8]2[C:16]3[C:11](=[CH:12][C:13]([CH:17]([C:24]4[CH:29]=[CH:28][CH:27]=[CH:26][CH:25]=4)[CH:18]([CH2:22][CH3:23])[C:19]([NH2:21])=O)=[CH:14][CH:15]=3)[CH:10]=[N:9]2)=[CH:4][CH:3]=1.[H-].[Al+3].[Li+].[H-].[H-].[H-].C(OCC)C. Product: [F:1][C:2]1[CH:3]=[CH:4][C:5]([N:8]2[C:16]3[C:11](=[CH:12][C:13]([CH:17]([C:24]4[CH:25]=[CH:26][CH:27]=[CH:28][CH:29]=4)[CH:18]([CH2:22][CH3:23])[CH2:19][NH2:21])=[CH:14][CH:15]=3)[CH:10]=[N:9]2)=[CH:6][CH:7]=1. The catalyst class is: 1. (4) Reactant: [Cl:1][C:2]1[CH:3]=[C:4]([NH2:14])[CH:5]=[CH:6][C:7]=1[C:8]1[CH:13]=[N:12][CH:11]=[CH:10][N:9]=1.[Br:15]N1C(=O)CCC1=O. Product: [Br:15][C:5]1[CH:6]=[C:7]([C:8]2[CH:13]=[N:12][CH:11]=[CH:10][N:9]=2)[C:2]([Cl:1])=[CH:3][C:4]=1[NH2:14]. The catalyst class is: 2. (5) Reactant: C(N(CC)CC)C.[Cl:8][C:9]1[CH:10]=[CH:11][CH:12]=[C:13]2[C:17]=1[N:16](C(OC(C)(C)C)=O)[CH:15]=[C:14]2[CH:25]=[O:26].[CH:27](=[N:34][C:35]1[CH:40]=[CH:39][CH:38]=[C:37]([O:41][CH3:42])[CH:36]=1)[C:28]1[CH:33]=[CH:32][CH:31]=[CH:30][CH:29]=1. Product: [Cl:8][C:9]1[CH:10]=[CH:11][CH:12]=[C:13]2[C:17]=1[NH:16][CH:15]=[C:14]2[C:25](=[O:26])[CH:27]([NH:34][C:35]1[CH:40]=[CH:39][CH:38]=[C:37]([O:41][CH3:42])[CH:36]=1)[C:28]1[CH:29]=[CH:30][CH:31]=[CH:32][CH:33]=1. The catalyst class is: 433. (6) Reactant: [NH2:1][C:2]1[CH:11]=[CH:10][CH:9]=[C:8]2[C:3]=1[CH:4]=[CH:5][N:6]=[CH:7]2.[F:12][C:13]([F:26])([F:25])[C:14]1[CH:19]=[CH:18][C:17]([CH:20]=[CH:21][C:22](O)=[O:23])=[CH:16][CH:15]=1. Product: [CH:7]1[C:8]2[C:3](=[C:2]([NH:1][C:22](=[O:23])[CH:21]=[CH:20][C:17]3[CH:16]=[CH:15][C:14]([C:13]([F:25])([F:26])[F:12])=[CH:19][CH:18]=3)[CH:11]=[CH:10][CH:9]=2)[CH:4]=[CH:5][N:6]=1. The catalyst class is: 5. (7) Reactant: [OH:1][CH2:2][CH2:3][N:4]1[CH2:9][CH2:8][O:7][CH2:6][CH2:5]1.[H-].[Na+].[Cl:12][C:13]1[CH:18]=[C:17](Cl)[N:16]=[CH:15][N:14]=1. Product: [Cl:12][C:13]1[N:14]=[CH:15][N:16]=[C:17]([O:1][CH2:2][CH2:3][N:4]2[CH2:9][CH2:8][O:7][CH2:6][CH2:5]2)[CH:18]=1. The catalyst class is: 9. (8) Reactant: Cl[C:2]1([Cl:8])[NH:7][CH:6]=[N:5][CH:4]=[CH:3]1.CN(C)C=O.[F:14][C:15]1[CH:20]=[C:19]([N+:21]([O-:23])=[O:22])[CH:18]=[CH:17][C:16]=1[OH:24].C(=O)([O-])[O-].[Cs+].[Cs+]. Product: [Cl:8][C:2]1[CH:3]=[C:4]([O:24][C:16]2[CH:17]=[CH:18][C:19]([N+:21]([O-:23])=[O:22])=[CH:20][C:15]=2[F:14])[N:5]=[CH:6][N:7]=1. The catalyst class is: 6.